This data is from Forward reaction prediction with 1.9M reactions from USPTO patents (1976-2016). The task is: Predict the product of the given reaction. The product is: [CH:20]1([NH:25][C:17]([C:15]2[CH:16]=[C:11]([C:5]3[CH:4]=[C:3]([CH2:1][CH3:2])[C:8](=[O:9])[NH:7][C:6]=3[CH3:10])[CH:12]=[N:13][CH:14]=2)=[O:19])[CH2:24][CH2:23][CH2:22][CH2:21]1. Given the reactants [CH2:1]([C:3]1[C:8](=[O:9])[NH:7][C:6]([CH3:10])=[C:5]([C:11]2[CH:12]=[N:13][CH:14]=[C:15]([C:17]([OH:19])=O)[CH:16]=2)[CH:4]=1)[CH3:2].[CH:20]1([NH2:25])[CH2:24][CH2:23][CH2:22][CH2:21]1, predict the reaction product.